From a dataset of Catalyst prediction with 721,799 reactions and 888 catalyst types from USPTO. Predict which catalyst facilitates the given reaction. (1) Reactant: [F:1][C:2]1[C:3]([O:12][CH3:13])=[CH:4][CH:5]=[C:6]2[C:10]=1[C:9](=O)[CH2:8][CH2:7]2.[C:14](#[N:18])[CH2:15][C:16]#[N:17].C([O-])(=O)C.[NH4+].C(O)(=O)C. Product: [F:1][C:2]1[C:3]([O:12][CH3:13])=[CH:4][CH:5]=[C:6]2[C:10]=1[C:9](=[C:15]([C:14]#[N:18])[C:16]#[N:17])[CH2:8][CH2:7]2. The catalyst class is: 11. (2) The catalyst class is: 122. Reactant: Br[C:2]1[CH:3]=[N:4][C:5]2[CH:6]=[CH:7][C:8](=[O:17])[N:9]3[C@H:14]([CH2:15][OH:16])[CH2:13][O:12][C:11]=1[C:10]=23.[Cu][C:19]#[N:20]. Product: [OH:16][CH2:15][C@H:14]1[N:9]2[C:10]3[C:11](=[C:2]([C:19]#[N:20])[CH:3]=[N:4][C:5]=3[CH:6]=[CH:7][C:8]2=[O:17])[O:12][CH2:13]1. (3) Reactant: Cl[C:2]1[N:3]=[CH:4][C:5]2[N:11]([CH3:12])[C:10](=[O:13])[CH:9]([CH3:14])[CH:8]([CH3:15])[N:7]([CH:16]3[CH2:18][CH2:17]3)[C:6]=2[N:19]=1.[NH2:20][C:21]1[CH:29]=[CH:28][C:24]([C:25]([OH:27])=[O:26])=[CH:23][C:22]=1[O:30][CH3:31].C(O)C. Product: [CH:16]1([N:7]2[CH:8]([CH3:15])[CH:9]([CH3:14])[C:10](=[O:13])[N:11]([CH3:12])[C:5]3[CH:4]=[N:3][C:2]([NH:20][C:21]4[CH:29]=[CH:28][C:24]([C:25]([OH:27])=[O:26])=[CH:23][C:22]=4[O:30][CH3:31])=[N:19][C:6]2=3)[CH2:18][CH2:17]1. The catalyst class is: 126. (4) Reactant: [OH:1][C:2]1[CH:3]=[C:4]([C:8]2([C:14]#[N:15])[CH2:13][CH2:12][O:11][CH2:10][CH2:9]2)[CH:5]=[CH:6][CH:7]=1.Cl[CH2:17][CH2:18][CH2:19][N:20]1[CH2:24][CH2:23][CH2:22][CH2:21]1.C([O-])([O-])=O.[K+].[K+]. Product: [N:20]1([CH2:19][CH2:18][CH2:17][O:1][C:2]2[CH:3]=[C:4]([C:8]3([C:14]#[N:15])[CH2:9][CH2:10][O:11][CH2:12][CH2:13]3)[CH:5]=[CH:6][CH:7]=2)[CH2:24][CH2:23][CH2:22][CH2:21]1. The catalyst class is: 3. (5) Reactant: [N:1]1[C:9]2[C:4](=[N:5][CH:6]=[CH:7][CH:8]=2)[N:3]([CH2:10][O:11][CH2:12][CH2:13]O)[CH:2]=1.C1(P(C2C=CC=CC=2)C2C=CC=CC=2)C=CC=CC=1.C(Cl)(Cl)(Cl)[Cl:35]. Product: [Cl:35][CH2:13][CH2:12][O:11][CH2:10][N:3]1[C:4]2=[N:5][CH:6]=[CH:7][CH:8]=[C:9]2[N:1]=[CH:2]1. The catalyst class is: 17. (6) The catalyst class is: 3. Reactant: [C:1]([O:5][C:6](=[O:33])[N:7]([CH2:9][C:10]1[CH:15]=[C:14]([CH2:16][N:17]2[CH2:22][CH2:21][NH:20][C:19](=[O:23])[CH2:18]2)[CH:13]=[CH:12][C:11]=1[O:24][C:25]1[CH:30]=[CH:29][C:28]([Cl:31])=[C:27]([Cl:32])[CH:26]=1)[CH3:8])([CH3:4])([CH3:3])[CH3:2].[H-].[Na+].Br[CH:37]([CH3:39])[CH3:38]. Product: [C:1]([O:5][C:6](=[O:33])[N:7]([CH2:9][C:10]1[CH:15]=[C:14]([CH2:16][N:17]2[CH2:22][CH2:21][N:20]([CH:37]([CH3:39])[CH3:38])[C:19](=[O:23])[CH2:18]2)[CH:13]=[CH:12][C:11]=1[O:24][C:25]1[CH:30]=[CH:29][C:28]([Cl:31])=[C:27]([Cl:32])[CH:26]=1)[CH3:8])([CH3:4])([CH3:2])[CH3:3]. (7) Reactant: [Cl:1][C:2]1[CH:7]=[CH:6][C:5]([C:8]2[C:17](=[O:18])[C:16]3[C:11](=[CH:12][C:13]([OH:19])=[CH:14][CH:15]=3)[O:10][C:9]=2[CH:20]([CH3:22])[CH3:21])=[CH:4][CH:3]=1.C1N2CN3CN(C2)CN1C3.Cl.[C:34](O)(=[O:36])C. Product: [Cl:1][C:2]1[CH:3]=[CH:4][C:5]([C:8]2[C:17](=[O:18])[C:16]3[C:11](=[C:12]([CH:34]=[O:36])[C:13]([OH:19])=[CH:14][CH:15]=3)[O:10][C:9]=2[CH:20]([CH3:22])[CH3:21])=[CH:6][CH:7]=1. The catalyst class is: 4. (8) Product: [C:9]1([P:8]([C:7]2[C:2]([O-:1])=[N:3][CH:4]=[CH:5][CH:6]=2)([C:15]2[CH:20]=[CH:19][CH:18]=[CH:17][CH:16]=2)=[O:21])[CH:10]=[CH:11][CH:12]=[CH:13][CH:14]=1.[Li+:27]. The catalyst class is: 10. Reactant: [OH:1][C:2]1[C:7]([P:8](=[O:21])([C:15]2[CH:20]=[CH:19][CH:18]=[CH:17][CH:16]=2)[C:9]2[CH:14]=[CH:13][CH:12]=[CH:11][CH:10]=2)=[CH:6][CH:5]=[CH:4][N:3]=1.CC(C)([O-])C.[Li+:27].